Dataset: Forward reaction prediction with 1.9M reactions from USPTO patents (1976-2016). Task: Predict the product of the given reaction. Given the reactants [O:1]=[C:2]([C:9]1[CH:14]=[C:13]([F:15])[C:12]([F:16])=[C:11]([O:17][CH3:18])[C:10]=1[F:19])[CH2:3][C:4]([O:6][CH2:7][CH3:8])=[O:5].[C:20](OC(=O)C)(=O)C.[F:27][C:28]([F:32])([F:31])[CH2:29][NH2:30], predict the reaction product. The product is: [F:27][C:28]([F:32])([F:31])[CH2:29][NH:30][CH:20]=[C:3]([C:2](=[O:1])[C:9]1[CH:14]=[C:13]([F:15])[C:12]([F:16])=[C:11]([O:17][CH3:18])[C:10]=1[F:19])[C:4]([O:6][CH2:7][CH3:8])=[O:5].